Dataset: Forward reaction prediction with 1.9M reactions from USPTO patents (1976-2016). Task: Predict the product of the given reaction. (1) Given the reactants Cl.[NH2:2][CH:3]1[CH2:8][CH2:7][N:6]([CH2:9][C@@H:10]([C:12]2[C:13]([CH3:22])=[C:14]3[C:18](=[CH:19][CH:20]=2)[C:17](=[O:21])[O:16][CH2:15]3)[OH:11])[CH2:5][CH2:4]1.[CH3:23][C:24]1[CH:25]=[C:26]([CH:30]=[CH:31][C:32]=1[N:33]1[CH:37]=[N:36][N:35]=[N:34]1)[C:27](O)=[O:28], predict the reaction product. The product is: [OH:11][C@H:10]([C:12]1[C:13]([CH3:22])=[C:14]2[C:18](=[CH:19][CH:20]=1)[C:17](=[O:21])[O:16][CH2:15]2)[CH2:9][N:6]1[CH2:7][CH2:8][CH:3]([NH:2][C:27](=[O:28])[C:26]2[CH:30]=[CH:31][C:32]([N:33]3[CH:37]=[N:36][N:35]=[N:34]3)=[C:24]([CH3:23])[CH:25]=2)[CH2:4][CH2:5]1. (2) Given the reactants FC1C=CC(C[N:7]2C(=O)N(C3SC(C(O)=O)=C(C)N=3)C=N2)=CC=1.[F:24][C:25]1[CH:26]=[C:27]([CH:44]=[CH:45][C:46]=1[F:47])[CH2:28][N:29]1[CH2:33][CH2:32][N:31]([C:34]2[S:35][C:36]([C:40](O)=[O:41])=[C:37]([CH3:39])[N:38]=2)[C:30]1=[O:43], predict the reaction product. The product is: [F:24][C:25]1[CH:26]=[C:27]([CH:44]=[CH:45][C:46]=1[F:47])[CH2:28][N:29]1[CH2:33][CH2:32][N:31]([C:34]2[S:35][C:36]([C:40]([NH2:7])=[O:41])=[C:37]([CH3:39])[N:38]=2)[C:30]1=[O:43]. (3) Given the reactants [CH:1]([C:4]1[CH:5]=[C:6]([NH:10][C:11]([C:13]2[CH:14]=[C:15]([N:19]3[CH2:28][C:27]4[CH:26]=[N:25][CH:24]=[C:23]([C:29](O)=[O:30])[C:22]=4[CH2:21][CH2:20]3)[CH:16]=[CH:17][CH:18]=2)=[O:12])[CH:7]=[CH:8][CH:9]=1)([CH3:3])[CH3:2].C(N(CC)C(C)C)(C)C.CCCP(=O)=O.[NH2:47][CH2:48][CH2:49][CH2:50][N:51]1[CH2:55][CH2:54][CH2:53][CH2:52]1, predict the reaction product. The product is: [CH:1]([C:4]1[CH:5]=[C:6]([NH:10][C:11]([C:13]2[CH:14]=[C:15]([N:19]3[CH2:28][C:27]4[CH:26]=[N:25][CH:24]=[C:23]([C:29]([NH:47][CH2:48][CH2:49][CH2:50][N:51]5[CH2:55][CH2:54][CH2:53][CH2:52]5)=[O:30])[C:22]=4[CH2:21][CH2:20]3)[CH:16]=[CH:17][CH:18]=2)=[O:12])[CH:7]=[CH:8][CH:9]=1)([CH3:3])[CH3:2]. (4) Given the reactants [CH:1]1([CH2:6][C@H:7]([CH2:26][C:27](=[O:37])[NH:28][O:29]CC2C=CC=CC=2)[C:8]([N:10]2[C@H:14]([C:15]([NH:17][C:18]3[CH:23]=[CH:22][CH:21]=[C:20]([CH2:24][CH3:25])[N:19]=3)=[O:16])[CH2:13][CH:12]=[N:11]2)=[O:9])[CH2:5][CH2:4][CH2:3][CH2:2]1, predict the reaction product. The product is: [CH:1]1([CH2:6][C@H:7]([CH2:26][C:27]([NH:28][OH:29])=[O:37])[C:8]([N:10]2[C@H:14]([C:15]([NH:17][C:18]3[CH:23]=[CH:22][CH:21]=[C:20]([CH2:24][CH3:25])[N:19]=3)=[O:16])[CH2:13][CH:12]=[N:11]2)=[O:9])[CH2:2][CH2:3][CH2:4][CH2:5]1. (5) Given the reactants [F:1][C:2]1[CH:23]=[CH:22][CH:21]=[C:20]([F:24])[C:3]=1[CH2:4][O:5][C:6]1[C:7]2[N:8]([C:13]([C:17]([OH:19])=O)=[C:14]([CH3:16])[N:15]=2)[CH:9]=[C:10]([CH3:12])[CH:11]=1.CN(C(ON1N=NC2C=CC=NC1=2)=[N+](C)C)C.F[P-](F)(F)(F)(F)F.C(N(CC)C(C)C)(C)C.Cl.Cl.Cl.[CH3:61][C:62]([NH2:72])([CH2:65][C:66]1[CH:71]=[CH:70][CH:69]=[CH:68][N:67]=1)[CH2:63][NH2:64].C(#N)C.C(O)(C(F)(F)F)=O, predict the reaction product. The product is: [NH2:72][C:62]([CH3:61])([CH2:65][C:66]1[CH:71]=[CH:70][CH:69]=[CH:68][N:67]=1)[CH2:63][NH:64][C:17]([C:13]1[N:8]2[CH:9]=[C:10]([CH3:12])[CH:11]=[C:6]([O:5][CH2:4][C:3]3[C:20]([F:24])=[CH:21][CH:22]=[CH:23][C:2]=3[F:1])[C:7]2=[N:15][C:14]=1[CH3:16])=[O:19]. (6) The product is: [CH2:12]([C:14]1[CH:15]=[C:16]([CH:21]=[C:22]([CH2:25][CH3:1])[C:23]=1[OH:24])[C:17]([NH:19][OH:20])=[NH:18])[CH3:13]. Given the reactants [CH2:1](C1C=CC=C(CC)C=1N)C.[CH2:12]([C:14]1[CH:15]=[C:16]([CH:21]=[C:22]([CH3:25])[C:23]=1[OH:24])[C:17]([NH:19][OH:20])=[NH:18])[CH3:13], predict the reaction product.